This data is from Reaction yield outcomes from USPTO patents with 853,638 reactions. The task is: Predict the reaction yield, written as a fraction of the theoretical maximum amount of product (1.0 means a 100% yield; for example, 0.34 means a 34% yield). (1) The reactants are C(N(CC)CC)C.C1(P(C2C=CC=CC=2)C2C=CC=CC=2)C=CC=CC=1.II.[F:29][C:30]1[CH:35]=[CH:34][C:33]([C:36](=[O:50])[CH:37]([NH:43][C:44](=O)[C:45]([F:48])([F:47])[F:46])[C:38]([O:40][CH2:41][CH3:42])=[O:39])=[CH:32][CH:31]=1. The catalyst is C(Cl)Cl. The product is [F:29][C:30]1[CH:31]=[CH:32][C:33]([C:36]2[O:50][C:44]([C:45]([F:46])([F:47])[F:48])=[N:43][C:37]=2[C:38]([O:40][CH2:41][CH3:42])=[O:39])=[CH:34][CH:35]=1. The yield is 0.880. (2) The catalyst is ClCCl.C(O)(=O)C. The reactants are [NH2:1][C:2]1[CH:25]=[CH:24][CH:23]=[CH:22][C:3]=1[NH:4][C:5]([C@@H:7]1[CH2:11][C:10](=[N:12][O:13][CH3:14])[CH2:9][N:8]1[C:15]([O:17][C:18]([CH3:21])([CH3:20])[CH3:19])=[O:16])=O.C(=O)(O)[O-].[Na+]. The yield is 0.970. The product is [NH:4]1[C:3]2[CH:22]=[CH:23][CH:24]=[CH:25][C:2]=2[N:1]=[C:5]1[C@@H:7]1[CH2:11][C:10](=[N:12][O:13][CH3:14])[CH2:9][N:8]1[C:15]([O:17][C:18]([CH3:21])([CH3:20])[CH3:19])=[O:16]. (3) The reactants are N[C@H:2]([C:10]([OH:12])=[O:11])[CH2:3][C:4]1[CH:9]=[CH:8][CH:7]=[CH:6][CH:5]=1.S(=O)(=O)(O)[OH:14].N([O-])=O.[Na+]. The catalyst is O. The product is [OH:14][C@@H:2]([CH2:3][C:4]1[CH:9]=[CH:8][CH:7]=[CH:6][CH:5]=1)[C:10]([OH:12])=[O:11]. The yield is 0.890. (4) The reactants are Cl.[CH2:2]([C:4]1[S:24][C:7]2[N:8]=[C:9]([S:18][CH2:19][C:20]([O:22][CH3:23])=[O:21])[N:10]=[C:11]([N:12]3[CH2:17][CH2:16][NH:15][CH2:14][CH2:13]3)[C:6]=2[CH:5]=1)[CH3:3].C(N(C(C)C)CC)(C)C.[CH3:34][N:35]([CH3:45])[C:36]1[CH:37]=[C:38]([CH:42]=[CH:43][CH:44]=1)[C:39](O)=[O:40].CN(C(ON1N=NC2C=CC=NC1=2)=[N+](C)C)C.F[P-](F)(F)(F)(F)F. The catalyst is CN(C=O)C. The product is [CH3:34][N:35]([CH3:45])[C:36]1[CH:37]=[C:38]([CH:42]=[CH:43][CH:44]=1)[C:39]([N:15]1[CH2:16][CH2:17][N:12]([C:11]2[C:6]3[CH:5]=[C:4]([CH2:2][CH3:3])[S:24][C:7]=3[N:8]=[C:9]([S:18][CH2:19][C:20]([O:22][CH3:23])=[O:21])[N:10]=2)[CH2:13][CH2:14]1)=[O:40]. The yield is 0.470. (5) The reactants are Cl.[NH2:2]O.[CH3:4][CH:5]([CH3:16])[C:6](=[O:15])[CH2:7][C:8](=O)[C:9]([O:11][CH2:12][CH3:13])=[O:10]. The catalyst is CCO. The product is [CH:5]([C:6]1[O:15][N:2]=[C:8]([C:9]([O:11][CH2:12][CH3:13])=[O:10])[CH:7]=1)([CH3:16])[CH3:4]. The yield is 0.980.